Dataset: Reaction yield outcomes from USPTO patents with 853,638 reactions. Task: Predict the reaction yield, written as a fraction of the theoretical maximum amount of product (1.0 means a 100% yield; for example, 0.34 means a 34% yield). (1) The reactants are [C:1]1([Mg]Br)[CH:6]=[CH:5][CH:4]=[CH:3][CH:2]=1.[CH:9](=[O:13])/[CH:10]=[CH:11]/[CH3:12].[Cl-].[NH4+]. The catalyst is O1CCCC1.CCOCC. The product is [C:1]1([CH:9]([OH:13])[CH:10]=[CH:11][CH3:12])[CH:6]=[CH:5][CH:4]=[CH:3][CH:2]=1. The yield is 0.999. (2) The reactants are [ClH:1].Cl.[NH2:3][CH:4]1[CH2:9][CH2:8][N:7]([CH2:10][C@H:11]2[N:21]3[C:22]4[N:13]([C:14](=[O:24])[CH:15]=[CH:16][C:17]=4[CH:18]=[CH:19][C:20]3=[O:23])[CH2:12]2)[CH2:6][CH2:5]1.C(N(CC)CC)C.[O:32]1[C:41]2[C:36](=[CH:37][C:38]([CH:42]=O)=[CH:39][CH:40]=2)[CH2:35][CH2:34][CH2:33]1.NC1CCN(C[C@H]2N3C4N(C(=O)C=CC=4C=CC3=O)C2)CC1.C(O[BH-](OC(=O)C)OC(=O)C)(=O)C.[Na+]. The product is [ClH:1].[O:32]1[C:41]2[C:36](=[CH:37][C:38]([CH2:42][NH:3][CH:4]3[CH2:5][CH2:6][N:7]([CH2:10][C@H:11]4[N:21]5[C:22]6[N:13]([C:14](=[O:24])[CH:15]=[CH:16][C:17]=6[CH:18]=[CH:19][C:20]5=[O:23])[CH2:12]4)[CH2:8][CH2:9]3)=[CH:39][CH:40]=2)[CH2:35][CH2:34][CH2:33]1. The yield is 0.220. The catalyst is C(Cl)Cl.CO.C(=O)(O)[O-].[Na+]. (3) The reactants are Cl[C:2]1[CH:3]=[C:4]([C@H:8]([O:22][CH2:23][CH2:24][NH:25][C:26]([O:28][CH3:29])=[O:27])[C@@H:9]2[CH2:14][CH2:13][CH2:12][N:11]([C:15]([O:17][C:18]([CH3:21])([CH3:20])[CH3:19])=[O:16])[CH2:10]2)[CH:5]=[CH:6][CH:7]=1.[H][H]. The catalyst is CO.[OH-].[OH-].[Pd+2]. The product is [CH3:29][O:28][C:26]([NH:25][CH2:24][CH2:23][O:22][C@@H:8]([C:4]1[CH:5]=[CH:6][CH:7]=[CH:2][CH:3]=1)[C@@H:9]1[CH2:14][CH2:13][CH2:12][N:11]([C:15]([O:17][C:18]([CH3:21])([CH3:19])[CH3:20])=[O:16])[CH2:10]1)=[O:27]. The yield is 0.510. (4) The yield is 0.560. The reactants are [NH2:1][C:2]1[C:11]2[C:6](=[C:7](I)[C:8]([Cl:12])=[CH:9][CH:10]=2)[N:5]=[N:4][C:3]=1[C:14]([NH:16][CH2:17][CH2:18][CH3:19])=[O:15].[C:20]1(B(O)O)[CH:25]=[CH:24][CH:23]=[CH:22][CH:21]=1. The product is [NH2:1][C:2]1[C:11]2[C:6](=[C:7]([C:20]3[CH:25]=[CH:24][CH:23]=[CH:22][CH:21]=3)[C:8]([Cl:12])=[CH:9][CH:10]=2)[N:5]=[N:4][C:3]=1[C:14]([NH:16][CH2:17][CH2:18][CH3:19])=[O:15]. No catalyst specified. (5) The reactants are C([O:3][C:4]([C:6]([F:28])([F:27])[CH:7]([O:14][C:15]([C:17]12[CH2:26][CH:21]3[CH2:22][CH:23]([CH2:25][CH:19]([CH2:20]3)[CH2:18]1)[CH2:24]2)=[O:16])[C:8]1[CH:13]=[CH:12][CH:11]=[CH:10][CH:9]=1)=[O:5])C.O1CCOCC1.[OH-].[Na+].COS([O-])(=O)=O.[C:43]([C:47]1[CH:52]=[CH:51][C:50]([S+:53]([C:60]2[CH:65]=[CH:64][CH:63]=[CH:62][CH:61]=2)[C:54]2[CH:59]=[CH:58][CH:57]=[CH:56][CH:55]=2)=[CH:49][CH:48]=1)([CH3:46])([CH3:45])[CH3:44]. The catalyst is C(Cl)Cl.O. The product is [C:17]12([C:15]([O:14][CH:7]([C:8]3[CH:13]=[CH:12][CH:11]=[CH:10][CH:9]=3)[C:6]([F:27])([F:28])[C:4]([O-:5])=[O:3])=[O:16])[CH2:24][CH:23]3[CH2:25][CH:19]([CH2:20][CH:21]([CH2:22]3)[CH2:26]1)[CH2:18]2.[C:43]([C:47]1[CH:52]=[CH:51][C:50]([S+:53]([C:60]2[CH:65]=[CH:64][CH:63]=[CH:62][CH:61]=2)[C:54]2[CH:55]=[CH:56][CH:57]=[CH:58][CH:59]=2)=[CH:49][CH:48]=1)([CH3:46])([CH3:44])[CH3:45]. The yield is 0.520. (6) The reactants are [Cl:1][C:2]1[C:3]([O:12][C:13]2[CH:18]=[C:17]([O:19][CH2:20][CH2:21][N:22]3[CH2:27][CH2:26][O:25][CH2:24][CH2:23]3)[CH:16]=[CH:15][C:14]=2[CH2:28][CH2:29][CH2:30][OH:31])=[N:4][CH:5]=[C:6]([C:8]([F:11])([F:10])[F:9])[CH:7]=1.Cl[S:33]([N:36]=[C:37]=[O:38])(=[O:35])=[O:34].N1C=CC=CC=1.[CH:45]([O:48][CH2:49][CH2:50][NH2:51])([CH3:47])[CH3:46]. The catalyst is C(#N)C.O. The product is [CH:45]([O:48][CH2:49][CH2:50][NH:51][S:33]([NH:36][C:37](=[O:38])[O:31][CH2:30][CH2:29][CH2:28][C:14]1[CH:15]=[CH:16][C:17]([O:19][CH2:20][CH2:21][N:22]2[CH2:27][CH2:26][O:25][CH2:24][CH2:23]2)=[CH:18][C:13]=1[O:12][C:3]1[C:2]([Cl:1])=[CH:7][C:6]([C:8]([F:11])([F:9])[F:10])=[CH:5][N:4]=1)(=[O:35])=[O:34])([CH3:47])[CH3:46]. The yield is 0.430.